From a dataset of Forward reaction prediction with 1.9M reactions from USPTO patents (1976-2016). Predict the product of the given reaction. (1) Given the reactants [CH3:1][O:2][C:3]1[CH:9]=[CH:8][CH:7]=[C:6]([CH3:10])[C:4]=1[NH2:5].[Br:11]Br, predict the reaction product. The product is: [Br:11][C:8]1[CH:7]=[C:6]([CH3:10])[C:4]([NH2:5])=[C:3]([O:2][CH3:1])[CH:9]=1. (2) Given the reactants COC1C=CC(C[O:8][CH2:9][CH2:10][CH2:11][C@@:12]2(C3C=CC=CC=3)[O:17][C:16](=[O:18])[N:15]([C@H:19]([C:21]3[CH:26]=[CH:25][C:24]([CH2:27]C(OC)=O)=[CH:23][CH:22]=3)[CH3:20])[CH2:14][CH2:13]2)=CC=1.C[Mg]Br, predict the reaction product. The product is: [OH:17][C:12]([CH3:13])([CH3:11])[CH2:27][C:24]1[CH:23]=[CH:22][C:21]([C@@H:19]([N:15]2[CH2:14][CH2:13][C@:12]([CH2:11][CH2:10][CH2:9][OH:8])([C:21]3[CH:26]=[CH:25][CH:24]=[CH:23][CH:22]=3)[O:17][C:16]2=[O:18])[CH3:20])=[CH:26][CH:25]=1. (3) Given the reactants [F:1][C:2]1[CH:7]=[CH:6][C:5]([CH3:8])=[CH:4][C:3]=1[NH:9][C:10]([NH:12][C:13]1[CH:18]=[CH:17][C:16](B2OC(C)(C)C(C)(C)O2)=[CH:15][CH:14]=1)=[O:11].Br[C:29]1[C:34]2[C:35]([NH2:38])=[N:36][NH:37][C:33]=2[CH:32]=[CH:31][N:30]=1, predict the reaction product. The product is: [NH2:38][C:35]1[C:34]2[C:29](=[N:30][CH:31]=[CH:32][C:33]=2[C:16]2[CH:15]=[CH:14][C:13]([NH:12][C:10]([NH:9][C:3]3[CH:4]=[C:5]([CH3:8])[CH:6]=[CH:7][C:2]=3[F:1])=[O:11])=[CH:18][CH:17]=2)[NH:37][N:36]=1. (4) Given the reactants C(Cl)(=O)C(Cl)=O.CS(C)=O.[CH2:11]([O:18][C@@H:19]([CH2:22][CH2:23][CH2:24][CH2:25][CH2:26][CH2:27][CH2:28][CH2:29][CH2:30][CH3:31])[CH2:20][OH:21])[C:12]1[CH:17]=[CH:16][CH:15]=[CH:14][CH:13]=1.CCN(CC)CC, predict the reaction product. The product is: [CH2:11]([O:18][C@@H:19]([CH2:22][CH2:23][CH2:24][CH2:25][CH2:26][CH2:27][CH2:28][CH2:29][CH2:30][CH3:31])[CH:20]=[O:21])[C:12]1[CH:17]=[CH:16][CH:15]=[CH:14][CH:13]=1. (5) Given the reactants [C:1]([O:5][C:6]([N:8]1[CH2:13][CH2:12][CH:11]([N:14]2[CH2:18][CH2:17][C@H:16]([O:19][C:20]3[CH:21]=[N:22][C:23](Br)=[CH:24][CH:25]=3)[C:15]2=[O:27])[CH2:10][CH2:9]1)=[O:7])([CH3:4])([CH3:3])[CH3:2].[CH3:28][S:29]([O-:31])=[O:30].[Na+].[C@@H]1(N)CCCC[C@H]1N, predict the reaction product. The product is: [C:1]([O:5][C:6]([N:8]1[CH2:13][CH2:12][CH:11]([N:14]2[CH2:18][CH2:17][C@H:16]([O:19][C:20]3[CH:21]=[N:22][C:23]([S:29]([CH3:28])(=[O:31])=[O:30])=[CH:24][CH:25]=3)[C:15]2=[O:27])[CH2:10][CH2:9]1)=[O:7])([CH3:4])([CH3:3])[CH3:2]. (6) Given the reactants [NH2:1][CH2:2][CH:3]([C:9]1([CH3:14])[O:13][CH2:12][CH2:11][O:10]1)[C:4]([O:6][CH2:7][CH3:8])=[O:5].[Cl:15][C:16]1[CH:26]=[CH:25][C:24]([Cl:27])=[C:18]2[C:19]([O:21][C:22](=O)[C:17]=12)=[O:20], predict the reaction product. The product is: [Cl:15][C:16]1[CH:26]=[CH:25][C:24]([Cl:27])=[C:18]2[C:17]=1[C:22](=[O:21])[N:1]([CH2:2][CH:3]([C:9]1([CH3:14])[O:10][CH2:11][CH2:12][O:13]1)[C:4]([O:6][CH2:7][CH3:8])=[O:5])[C:19]2=[O:20]. (7) Given the reactants C(OC(=O)[NH:7][C@H:8]([C:16]1[NH:20][C:19]2[CH:21]=[CH:22][C:23]([I:25])=[CH:24][C:18]=2[N:17]=1)[CH2:9][C:10]1[CH:15]=[CH:14][CH:13]=[CH:12][CH:11]=1)(C)(C)C.FC(F)(F)C(O)=O, predict the reaction product. The product is: [I:25][C:23]1[CH:22]=[CH:21][C:19]2[NH:20][C:16]([C@@H:8]([NH2:7])[CH2:9][C:10]3[CH:15]=[CH:14][CH:13]=[CH:12][CH:11]=3)=[N:17][C:18]=2[CH:24]=1. (8) Given the reactants [NH2:1][C:2]1[CH:10]=[CH:9][C:5]([C:6]([OH:8])=[O:7])=[CH:4][CH:3]=1.C(N(CC)CC)C.[C:18](=O)([O:24]C(C)(C)C)[O:19][C:20]([CH3:23])([CH3:22])[CH3:21], predict the reaction product. The product is: [C:20]([O:19][C:18]([NH:1][C:2]1[CH:10]=[CH:9][C:5]([C:6]([OH:8])=[O:7])=[CH:4][CH:3]=1)=[O:24])([CH3:23])([CH3:22])[CH3:21]. (9) Given the reactants [Br:1][C:2]1[CH:3]=[CH:4][C:5]2[S:9](=[O:11])(=[O:10])[NH:8][CH:7]([CH3:12])[C:6]=2[CH:13]=1.Br[CH2:15][C:16]([O:18][C:19]([CH3:22])([CH3:21])[CH3:20])=[O:17].C([O-])([O-])=O.[K+].[K+], predict the reaction product. The product is: [Br:1][C:2]1[CH:3]=[CH:4][C:5]2[S:9](=[O:10])(=[O:11])[N:8]([CH2:15][C:16]([O:18][C:19]([CH3:22])([CH3:21])[CH3:20])=[O:17])[CH:7]([CH3:12])[C:6]=2[CH:13]=1.